From a dataset of Catalyst prediction with 721,799 reactions and 888 catalyst types from USPTO. Predict which catalyst facilitates the given reaction. (1) Reactant: Cl[Sn]Cl.[CH3:4][C:5]1[C:13]2[S:12][CH:11]=[N:10][C:9]=2[CH:8]=[C:7]([N+:14]([O-])=O)[CH:6]=1.[OH-].[Na+]. Product: [CH3:4][C:5]1[C:13]2[S:12][CH:11]=[N:10][C:9]=2[CH:8]=[C:7]([NH2:14])[CH:6]=1. The catalyst class is: 33. (2) Reactant: [CH2:1]([C:8]1([OH:26])[CH2:13][CH2:12][N:11]([C:14]([C:16]2[C:24]3[C:19](=[CH:20][CH:21]=[CH:22][CH:23]=3)[NH:18][C:17]=2[CH3:25])=[O:15])[CH2:10][CH2:9]1)[C:2]1[CH:7]=[CH:6][CH:5]=[CH:4][CH:3]=1.[H-].[Na+].Br[CH2:30][C:31]1[CH:36]=[CH:35][CH:34]=[CH:33][C:32]=1[Cl:37]. Product: [CH2:1]([C:8]1([OH:26])[CH2:9][CH2:10][N:11]([C:14]([C:16]2[C:24]3[C:19](=[CH:20][CH:21]=[CH:22][CH:23]=3)[N:18]([CH2:30][C:31]3[CH:36]=[CH:35][CH:34]=[CH:33][C:32]=3[Cl:37])[C:17]=2[CH3:25])=[O:15])[CH2:12][CH2:13]1)[C:2]1[CH:3]=[CH:4][CH:5]=[CH:6][CH:7]=1. The catalyst class is: 3.